Dataset: Experimentally validated miRNA-target interactions with 360,000+ pairs, plus equal number of negative samples. Task: Binary Classification. Given a miRNA mature sequence and a target amino acid sequence, predict their likelihood of interaction. (1) The miRNA is hsa-miR-506-3p with sequence UAAGGCACCCUUCUGAGUAGA. The protein sequence of the target gene is MKRRAGLGGSMRSVVGFLSQRGLHGDPLLTQDFQRRRLRGCRNLYKKDLLGHFGCVNAIEFSNNGGQWLVSGGDDRRVLLWHMEQAIHSRVKPIQLKGEHHSNIFCLAFNSGNTKVFSGGNDEQVILHDVESSETLDVFAHEDAVYGLSVSPVNDNIFASSSDDGRVLIWDIRESPHGEPFCLANYPSAFHSVMFNPVEPRLLATANSKEGVGLWDIRKPQSSLLRYGGNLSLQSAMSVRFNSNGTQLLALRRRLPPVLYDIHSRLPVFQFDNQGYFNSCTMKSCCFAGDRDQYILSGSD.... Result: 0 (no interaction). (2) The miRNA is hsa-miR-17-5p with sequence CAAAGUGCUUACAGUGCAGGUAG. The protein sequence of the target gene is MAEERPGAWFGFGFCGFGQELGSGRGRQVHSPSPLRAGVDICRVSASWSYTAFVTRGGRLELSGSASGAAGRCKDAWASEGLLAVLRAGPGPEALLQVWAAESALRGEPLWAQNVVPEAEGEDDPAGEAQAGRLPLLPCARAYVSPRAPFYRPLAPELRARQLELGAEHALLLDAAGQVFSWGGGRHGQLGHGTLEAELEPRLLEALQGLVMAEVAAGGWHSVCVSETGDIYIWGWNESGQLALPTRNLAEDGETVAREATELNEDGSQVKRTGGAEDGAPAPFIAVQPFPALLDLPMGS.... Result: 1 (interaction). (3) The miRNA is mmu-miR-3472 with sequence UAAUAGCCAGAAGCUGGAAGGAACC. The protein sequence of the target gene is MSMILFASIVRVRDGLPLSASTDFYYAQEFLECRRQLKTLAQRLARHPGRGCAESCDFLIYFSSSGDVACMAICSRQCPAAMAFCFLEALWWDFIASYDTTCVGLASRPYAFLEFDSVIQKTKWHFNHMSSSQMKSGLEKIQEELEFQPPAVLSLEDTDVANGMLNGHTPVHSEPAPNLRMKPVTALGVLSLVLNIMCAALNLIRGVHLAEHSLQVAQEEVGNILAFFIPSVACIVQCYLYLFYSPARTLKVLLMLASICLGNAYLHGLRNTWQILFHVGVAFLSSYQILTRQLQERQSD.... Result: 0 (no interaction). (4) The miRNA is hsa-miR-526b-5p with sequence CUCUUGAGGGAAGCACUUUCUGU. The protein sequence of the target gene is MPVIPALWEVEMGRSQGQEIETILANRSHSDSTPLPNFLSGSHRPECCTCRLLTASGAQDSLPFGRRLYSGPWRSCEEVCHVSVLSVLSTSCGLSLSLPIFPGWMEWLSPDIALPRRDEWTQTSPARKRITHAKVQGAGQLRLSIDAQDRVLLLHIIEGKGLISKQPGTCDPYVKISLIPEDSRLRHQKTQTVPDCRDPAFHEHFFFPVQEEDDQKRLLVTVWNRASQSRQSGLIGCMSFGVKSLLTPDKEISGWYYLLGEHLGRTKHLKVARRRLRPLRDPLLRMPGGGDTENGKKLKI.... Result: 0 (no interaction). (5) The protein sequence of the target gene is MAIRELKVCLLGDTGVGKSSIVCRFVQDHFDHNISPTIGASFMTKTVPCGNELHKFLIWDTAGQERFHSLAPMYYRGSAAAVIVYDITKQDSFYTLKKWVKELKEHGPENIVMAIAGNKCDLSDIREVPLKDAKEYAESIGAIVVETSAKNAINIEELFQGISRQIPPLDPHENGNNGTIKVEKPTMQASRRCC. The miRNA is hsa-miR-600 with sequence ACUUACAGACAAGAGCCUUGCUC. Result: 0 (no interaction). (6) The miRNA is mmu-miR-290a-5p with sequence ACUCAAACUAUGGGGGCACUUU. The protein sequence of the target gene is MKNTSGHREPRTRPRERDPDRRPHPDRDHHVERSRDRGGDRHRERNGDVRGNGDRRAGREQRTDRDQRQDRHRDAGHRASEQRALEKSRQSRARPEPWGPSWDAAPTPGPAPWGPRELSQKHGLGRRGLESERASERYVPTYSVPALQEEEYYQSEAEGLLDCHKCRYLCTGRACWQMLKALLNLLILACSSVSYNSTGGYTGITSLGGIYYYQYGGAYSGFDGADGERAQQLDVQFYQLKLPTVTAAMAYSGALMTFSCLTLLAGALRVPWHCPLWLVIEGLMDALIAGAYVPGLYFFF.... Result: 1 (interaction). (7) The miRNA is hsa-miR-548ay-3p with sequence CAAAACCGCGAUUACUCUUGCA. The protein sequence of the target gene is MNGQLNGFHEAFIEEGTFLFTSESVGEGHPDKICDQISDAVLDAHLQQDPDAKVACETVAKTGMILLAGEITSRAAVDYQKVVREAVKHIGYDDSSKGFDYKTCNVLVALEQQSPDIAQGVHLDRNEEDIGAGDQGLMFGYATDETEECMPLTIVLAHKLNAKLAELRRNGTLPWLRPDSKTQVTVQYMQDRGAVLPIRVHTIVISVQHDEEVCLDEMRDALKEKVIKAVVPAKYLDEDTIYHLQPSGRFVIGGPQGDAGLTGRKIIVDTYGGWGAHGGGAFSGKDYTKVDRSAAYAARW.... Result: 1 (interaction). (8) The miRNA is mmu-miR-673-5p with sequence CUCACAGCUCUGGUCCUUGGAG. The protein sequence of the target gene is MAARWSSENVVVEFRDSQATAMSVDCLGQHAVLSGRRFLYIVNLDAPFEGHRKISRQSKWDIGAVQWNPHDSFAHYFAASSNQRVDLYKWKDGSGEVGTTLQGHTRVISDLDWAVFEPDLLVTSSVDTYIYIWDIKDTRKPTVALSAVAGASQVKWNKKNANYLATSHDGDVRIWDKRKPSTAVEYLAAHLSKIHGLDWHPDSEHIFATSSQDNSVKFWDYRQPRKYLNILPCQVPVWKARYTPFSNGLVTVMVPQLRRENSLLLWNASDLNAPVHTFVGHDDVVLEFQWRRQKEGSKDY.... Result: 0 (no interaction).